Dataset: Peptide-MHC class I binding affinity with 185,985 pairs from IEDB/IMGT. Task: Regression. Given a peptide amino acid sequence and an MHC pseudo amino acid sequence, predict their binding affinity value. This is MHC class I binding data. The peptide sequence is QSGENFPYL. The MHC is Patr-B0101 with pseudo-sequence Patr-B0101. The binding affinity (normalized) is 0.420.